From a dataset of Peptide-MHC class I binding affinity with 185,985 pairs from IEDB/IMGT. Regression. Given a peptide amino acid sequence and an MHC pseudo amino acid sequence, predict their binding affinity value. This is MHC class I binding data. (1) The peptide sequence is FFIKLPII. The MHC is H-2-Kb with pseudo-sequence H-2-Kb. The binding affinity (normalized) is 0.569. (2) The MHC is HLA-A01:01 with pseudo-sequence HLA-A01:01. The peptide sequence is VSSWEEVPY. The binding affinity (normalized) is 0.483.